This data is from Full USPTO retrosynthesis dataset with 1.9M reactions from patents (1976-2016). The task is: Predict the reactants needed to synthesize the given product. (1) Given the product [Cl:1][C:2]1[CH:10]=[C:9]2[C:5]([C:6]([CH:11]=[O:12])=[CH:7][N:8]2[S:23]([C:20]2[CH:21]=[CH:22][C:17]([O:16][CH3:15])=[C:18]([N:27]3[CH2:32][CH2:31][N:30]([C:33](=[O:38])[C:34]([Cl:37])([Cl:35])[Cl:36])[CH2:29][CH2:28]3)[CH:19]=2)(=[O:25])=[O:24])=[CH:4][CH:3]=1, predict the reactants needed to synthesize it. The reactants are: [Cl:1][C:2]1[CH:10]=[C:9]2[C:5]([C:6]([CH:11]=[O:12])=[CH:7][NH:8]2)=[CH:4][CH:3]=1.[H-].[Na+].[CH3:15][O:16][C:17]1[CH:22]=[CH:21][C:20]([S:23](Cl)(=[O:25])=[O:24])=[CH:19][C:18]=1[N:27]1[CH2:32][CH2:31][N:30]([C:33](=[O:38])[C:34]([Cl:37])([Cl:36])[Cl:35])[CH2:29][CH2:28]1. (2) Given the product [CH:19]1([C:17]2[N:18]=[C:12]([C:7]3[NH:8][C:9]4[C:5]([CH:6]=3)=[CH:4][C:3]([O:2][CH3:1])=[CH:11][CH:10]=4)[O:13][N:16]=2)[CH2:21][CH2:20]1, predict the reactants needed to synthesize it. The reactants are: [CH3:1][O:2][C:3]1[CH:4]=[C:5]2[C:9](=[CH:10][CH:11]=1)[NH:8][C:7]([C:12](Cl)=[O:13])=[CH:6]2.O[N:16]=[C:17]([CH:19]1[CH2:21][CH2:20]1)[NH2:18].O.